This data is from Forward reaction prediction with 1.9M reactions from USPTO patents (1976-2016). The task is: Predict the product of the given reaction. Given the reactants [C:1]([NH:4][C:5]1[CH:6]=[C:7]2[C:11](=[CH:12][CH:13]=1)[NH:10][C:9](=[O:14])[C:8]2=[O:15])(=[O:3])[CH3:2].[S:16](=[O:20])(=[O:19])([OH:18])[OH:17], predict the reaction product. The product is: [S:16]([OH:20])([OH:19])(=[O:18])=[O:17].[C:1]([NH:4][C:5]1[CH:6]=[C:7]2[C:11](=[CH:12][CH:13]=1)[NH:10][C:9](=[O:14])[C:8]2=[O:15])(=[O:3])[CH3:2].